The task is: Predict the reactants needed to synthesize the given product.. This data is from Full USPTO retrosynthesis dataset with 1.9M reactions from patents (1976-2016). (1) Given the product [CH2:14]([O:13][C:10]1[CH:11]=[CH:12][C:7]([C:6]([NH:5][CH2:4][CH2:3][NH:2][C:32]([C:26]2[CH:25]=[N:24][N:23]([C:17]3[CH:22]=[CH:21][CH:20]=[CH:19][CH:18]=3)[C:27]=2[C:28]([F:30])([F:31])[F:29])=[O:33])=[O:16])=[CH:8][CH:9]=1)[CH3:15], predict the reactants needed to synthesize it. The reactants are: Cl.[NH2:2][CH2:3][CH2:4][NH:5][C:6](=[O:16])[C:7]1[CH:12]=[CH:11][C:10]([O:13][CH2:14][CH3:15])=[CH:9][CH:8]=1.[C:17]1([N:23]2[C:27]([C:28]([F:31])([F:30])[F:29])=[C:26]([C:32](O)=[O:33])[CH:25]=[N:24]2)[CH:22]=[CH:21][CH:20]=[CH:19][CH:18]=1.CCN=C=NCCCN(C)C.Cl.C1C=CC2N(O)N=NC=2C=1.O.C(N(CC)CC)C.Cl. (2) Given the product [CH2:8]([N:9]([CH2:19][CH3:22])[CH2:10][CH2:6][N:9]1[C:10]2[C:6](=[CH:5][C:4]([N+:1]([O-:3])=[O:2])=[CH:12][CH:11]=2)[CH:7]=[CH:8]1)[CH3:7], predict the reactants needed to synthesize it. The reactants are: [N+:1]([C:4]1[CH:5]=[C:6]2[C:10](=[CH:11][CH:12]=1)[NH:9][CH:8]=[CH:7]2)([O-:3])=[O:2].[OH-].[Na+].CC1C=C[C:19]([CH3:22])=CC=1.C([O-])([O-])=O.[K+].[K+]. (3) Given the product [Cl:2][C:3]1[CH:8]=[CH:7][CH:6]=[CH:5][C:4]=1[NH:9][C:10]([NH:11][N:12]=[C:23]1[C:22]2[C:17](=[CH:18][CH:19]=[C:20]([S:25][CH2:26][CH2:27][CH2:28][C:29]3[CH:30]=[CH:31][C:32]([C:33]([OH:35])=[O:34])=[CH:36][CH:37]=3)[CH:21]=2)[N:16]([CH2:38][CH2:39][CH3:40])[C:15]1=[O:14])=[O:13], predict the reactants needed to synthesize it. The reactants are: Cl.[Cl:2][C:3]1[CH:8]=[CH:7][CH:6]=[CH:5][C:4]=1[NH:9][C:10](=[O:13])[NH:11][NH2:12].[O:14]=[C:15]1[C:23](=O)[C:22]2[C:17](=[CH:18][CH:19]=[C:20]([S:25][CH2:26][CH2:27][CH2:28][C:29]3[CH:37]=[CH:36][C:32]([C:33]([OH:35])=[O:34])=[CH:31][CH:30]=3)[CH:21]=2)[N:16]1[CH2:38][CH2:39][CH3:40]. (4) The reactants are: [C:1](Cl)(=[O:4])[CH:2]=[CH2:3].[NH2:6][C:7]1[CH:12]=[C:11]([NH:13][C:14]2[N:19]=[C:18]([C:20]3[CH:21]=[N:22][N:23]4[CH:28]=[CH:27][CH:26]=[CH:25][C:24]=34)[C:17]([Cl:29])=[CH:16][N:15]=2)[C:10]([O:30][CH3:31])=[CH:9][C:8]=1[N:32]1[CH2:37][CH2:36][N:35]([CH2:38][C:39]([N:41]([CH3:43])[CH3:42])=[O:40])[CH2:34][CH2:33]1.CCN(C(C)C)C(C)C. Given the product [Cl:29][C:17]1[C:18]([C:20]2[CH:21]=[N:22][N:23]3[CH:28]=[CH:27][CH:26]=[CH:25][C:24]=23)=[N:19][C:14]([NH:13][C:11]2[C:10]([O:30][CH3:31])=[CH:9][C:8]([N:32]3[CH2:33][CH2:34][N:35]([CH2:38][C:39]([N:41]([CH3:42])[CH3:43])=[O:40])[CH2:36][CH2:37]3)=[C:7]([NH:6][C:1](=[O:4])[CH:2]=[CH2:3])[CH:12]=2)=[N:15][CH:16]=1, predict the reactants needed to synthesize it. (5) Given the product [CH3:1][CH:2]([CH2:5][C:6]([F:9])([F:8])[F:7])[CH:3]=[O:4], predict the reactants needed to synthesize it. The reactants are: [CH3:1][CH:2]([CH2:5][C:6]([F:9])([F:8])[F:7])[CH2:3][OH:4].CC(OI1(OC(C)=O)(OC(C)=O)OC(=O)C2C=CC=CC1=2)=O.[O-]S([O-])(=S)=O.[Na+].[Na+].C(=O)(O)[O-].[Na+]. (6) Given the product [Cl:1][C:2]1[N:7]=[C:6]2[N:8]([CH2:19][CH3:20])[N:9]=[CH:10][C:5]2=[C:4]([N:11]2[CH2:12][CH2:13][O:14][CH2:15][CH2:16]2)[N:3]=1, predict the reactants needed to synthesize it. The reactants are: [Cl:1][C:2]1[N:7]=[C:6]2[NH:8][N:9]=[CH:10][C:5]2=[C:4]([N:11]2[CH2:16][CH2:15][O:14][CH2:13][CH2:12]2)[N:3]=1.[H-].[Na+].[CH2:19](I)[CH3:20]. (7) The reactants are: Br[CH2:2][CH2:3][CH2:4][CH2:5][CH2:6][CH2:7][CH2:8][CH2:9][CH2:10][CH2:11][CH2:12][O:13][C:14]1[CH:19]=[CH:18][CH:17]=[CH:16][C:15]=1[CH3:20].[N-:21]=[N+]=[N-].[Na+]. Given the product [NH2:21][CH2:2][CH2:3][CH2:4][CH2:5][CH2:6][CH2:7][CH2:8][CH2:9][CH2:10][CH2:11][CH2:12][O:13][C:14]1[CH:19]=[CH:18][CH:17]=[CH:16][C:15]=1[CH3:20], predict the reactants needed to synthesize it.